This data is from Full USPTO retrosynthesis dataset with 1.9M reactions from patents (1976-2016). The task is: Predict the reactants needed to synthesize the given product. (1) Given the product [CH2:20]([C:18]1[N:19]=[C:15]([C:12]2[CH:13]=[CH:14][C:9]([OH:8])=[C:10]([CH2:22][CH2:23][CH3:24])[CH:11]=2)[S:16][CH:17]=1)[CH3:21], predict the reactants needed to synthesize it. The reactants are: C([O:8][C:9]1[CH:14]=[CH:13][C:12]([C:15]2[S:16][CH:17]=[C:18]([CH2:20][CH3:21])[N:19]=2)=[CH:11][C:10]=1[CH2:22][CH2:23][CH3:24])C1C=CC=CC=1.C([O-])=O.[NH4+]. (2) Given the product [F:1][C:2]1[CH:3]=[CH:4][C:5]([C:8]2[O:12][N:11]=[CH:10][C:9]=2[CH2:13][CH2:14][C:15]([O:17][CH3:23])=[O:16])=[CH:6][CH:7]=1, predict the reactants needed to synthesize it. The reactants are: [F:1][C:2]1[CH:7]=[CH:6][C:5]([C:8]2[O:12][N:11]=[CH:10][C:9]=2[CH2:13][CH2:14][C:15]([OH:17])=[O:16])=[CH:4][CH:3]=1.S(=O)(=O)(O)O.[CH3:23]O. (3) Given the product [Cl:1][C:2]1[CH:7]=[CH:6][C:5]([NH:8][CH2:9][CH2:10][NH:11][CH:12]([CH3:20])[C:13]([OH:15])=[O:14])=[CH:4][C:3]=1[C:21](=[O:34])[NH:22][CH2:23][C:24]12[CH2:33][CH:28]3[CH2:29][CH:30]([CH2:32][CH:26]([CH2:27]3)[CH2:25]1)[CH2:31]2, predict the reactants needed to synthesize it. The reactants are: [Cl:1][C:2]1[CH:7]=[CH:6][C:5]([NH:8][CH2:9][CH2:10][NH:11][CH:12]([CH3:20])[C:13]([O:15]C(C)(C)C)=[O:14])=[CH:4][C:3]=1[C:21](=[O:34])[NH:22][CH2:23][C:24]12[CH2:33][CH:28]3[CH2:29][CH:30]([CH2:32][CH:26]([CH2:27]3)[CH2:25]1)[CH2:31]2.FC(F)(F)C(O)=O. (4) Given the product [Cl:1][C:2]1[CH:3]=[CH:4][C:5]([C:8]2[CH:16]=[CH:15][CH:14]=[C:13]3[C:9]=2[C:10](=[CH:33][C:30]2[NH:31][CH:32]=[C:28]([C:26]([N:21]4[CH2:20][C@H:19]([CH3:18])[NH:24][C@H:23]([CH3:25])[CH2:22]4)=[O:27])[C:29]=2[CH3:35])[C:11](=[O:17])[NH:12]3)=[CH:6][CH:7]=1, predict the reactants needed to synthesize it. The reactants are: [Cl:1][C:2]1[CH:7]=[CH:6][C:5]([C:8]2[CH:16]=[CH:15][CH:14]=[C:13]3[C:9]=2[CH2:10][C:11](=[O:17])[NH:12]3)=[CH:4][CH:3]=1.[CH3:18][C@H:19]1[NH:24][C@@H:23]([CH3:25])[CH2:22][N:21]([C:26]([C:28]2[C:29]([CH3:35])=[C:30]([CH:33]=O)[NH:31][CH:32]=2)=[O:27])[CH2:20]1.